Dataset: Catalyst prediction with 721,799 reactions and 888 catalyst types from USPTO. Task: Predict which catalyst facilitates the given reaction. (1) Reactant: [CH3:1][O:2][C:3]1[CH:10]=[CH:9][C:8]([C:11]2[C:19]3[C:14](=[N:15][CH:16]=[CH:17][CH:18]=3)[NH:13][CH:12]=2)=[CH:7][C:4]=1[C:5]#[N:6].C(=O)([O-])[O-:21].[K+].[K+].OO. Product: [CH3:1][O:2][C:3]1[CH:10]=[CH:9][C:8]([C:11]2[C:19]3[C:14](=[N:15][CH:16]=[CH:17][CH:18]=3)[NH:13][CH:12]=2)=[CH:7][C:4]=1[C:5]([NH2:6])=[O:21]. The catalyst class is: 58. (2) Reactant: C[O:2][C:3](=[O:25])[CH:4]([N:11]1[CH2:15][C:14]([O:16][C:17]2[CH:22]=[CH:21][CH:20]=[CH:19][C:18]=2[Cl:23])=[CH:13][C:12]1=[O:24])[CH2:5][CH2:6][C:7]([CH3:10])([CH3:9])[CH3:8].O.[OH-].[Li+].Cl. Product: [Cl:23][C:18]1[CH:19]=[CH:20][CH:21]=[CH:22][C:17]=1[O:16][C:14]1[CH2:15][N:11]([CH:4]([CH2:5][CH2:6][C:7]([CH3:8])([CH3:9])[CH3:10])[C:3]([OH:25])=[O:2])[C:12](=[O:24])[CH:13]=1. The catalyst class is: 30. (3) Reactant: [CH:1]1([CH2:7][N:8]2[C:16]3[C:11](=[CH:12][CH:13]=[CH:14][C:15]=3[O:17][CH3:18])[C:10]([C:19]3[N:20]=[C:21]([CH2:24][O:25]C(C(C)(C)C)=O)[S:22][CH:23]=3)=[CH:9]2)[CH2:6][CH2:5][CH2:4][CH2:3][CH2:2]1.[OH-].[Na+]. Product: [CH:1]1([CH2:7][N:8]2[C:16]3[C:11](=[CH:12][CH:13]=[CH:14][C:15]=3[O:17][CH3:18])[C:10]([C:19]3[N:20]=[C:21]([CH2:24][OH:25])[S:22][CH:23]=3)=[CH:9]2)[CH2:6][CH2:5][CH2:4][CH2:3][CH2:2]1. The catalyst class is: 5. (4) Reactant: [F:1][C:2]1[CH:3]=[C:4]([C@@H:9]2[CH2:13][N:12]([CH2:14][CH2:15][O:16][CH3:17])[CH2:11][C@H:10]2[NH:18][C:19]([NH:21][C:22]2[N:26]([C:27]3[CH:32]=[CH:31][CH:30]=[CH:29][CH:28]=3)[N:25]=[C:24]3[CH2:33][O:34][CH2:35][C:23]=23)=[O:20])[CH:5]=[CH:6][C:7]=1[F:8].Cl.[O:37]1CCOC[CH2:38]1. Product: [F:1][C:2]1[CH:3]=[C:4]([C@@H:9]2[CH2:13][N:12]([CH2:14][CH2:15][O:16][CH3:17])[CH2:11][C@H:10]2[NH:18][C:19]([NH:21][C:22]2[N:26]([C:27]3[CH:32]=[CH:31][CH:30]=[CH:29][CH:28]=3)[N:25]=[C:24]([CH2:33][O:37][CH3:38])[C:23]=2[CH2:35][OH:34])=[O:20])[CH:5]=[CH:6][C:7]=1[F:8]. The catalyst class is: 2. (5) Product: [CH3:27][CH:26]([S:29]([N:23]1[CH2:24][CH2:25][CH:20]([C:11]2[C:10]3[C:14](=[C:15]([C:17]([NH2:19])=[O:18])[CH:16]=[C:8]([C:2]4[CH:3]=[CH:4][CH:5]=[CH:6][CH:7]=4)[CH:9]=3)[NH:13][N:12]=2)[CH2:21][CH2:22]1)(=[O:31])=[O:30])[CH3:28]. The catalyst class is: 241. Reactant: Cl.[C:2]1([C:8]2[CH:9]=[C:10]3[C:14](=[C:15]([C:17]([NH2:19])=[O:18])[CH:16]=2)[NH:13][N:12]=[C:11]3[CH:20]2[CH2:25][CH2:24][NH:23][CH2:22][CH2:21]2)[CH:7]=[CH:6][CH:5]=[CH:4][CH:3]=1.[CH:26]([S:29](Cl)(=[O:31])=[O:30])([CH3:28])[CH3:27].C(N(CC)CC)C. (6) Reactant: [Br:1][C:2]1[CH:7]=[C:6]([C:8]2[C:20]3[C:19]([CH3:21])=[C:18]([CH2:22][N:23]([CH2:26][CH3:27])[CH2:24][CH3:25])[S:17][C:16]=3[C:15]([Br:28])=[C:14]3[C:9]=2[CH:10]=[CH:11][CH:12]=[CH:13]3)[CH:5]=[C:4]([Br:29])[C:3]=1[OH:30].O[C@@H:32]([CH2:37][C:38]1[CH:43]=[CH:42][CH:41]=[CH:40][CH:39]=1)[C:33]([O:35]C)=[O:34]. Product: [Br:29][C:4]1[CH:5]=[C:6]([C:8]2[C:20]3[C:19]([CH3:21])=[C:18]([CH2:22][N:23]([CH2:24][CH3:25])[CH2:26][CH3:27])[S:17][C:16]=3[C:15]([Br:28])=[C:14]3[C:9]=2[CH:10]=[CH:11][CH:12]=[CH:13]3)[CH:7]=[C:2]([Br:1])[C:3]=1[O:30][C@H:32]([CH2:37][C:38]1[CH:43]=[CH:42][CH:41]=[CH:40][CH:39]=1)[C:33]([OH:35])=[O:34]. The catalyst class is: 10. (7) Reactant: [C:1]([O:5][C:6]([N:8]1[CH2:13][CH2:12][O:11][CH2:10][CH:9]1[C:14]([OH:16])=O)=[O:7])([CH3:4])([CH3:3])[CH3:2].C(N1C=CN=C1)(N1C=CN=C1)=O.C(N(CC)C(C)C)(C)C.[Br:38][C:39]1[C:40]([NH2:46])=[N:41][CH:42]=[C:43]([Br:45])[N:44]=1. Product: [Br:38][C:39]1[C:40]([NH:46][C:14]([CH:9]2[CH2:10][O:11][CH2:12][CH2:13][N:8]2[C:6]([O:5][C:1]([CH3:2])([CH3:3])[CH3:4])=[O:7])=[O:16])=[N:41][CH:42]=[C:43]([Br:45])[N:44]=1. The catalyst class is: 204.